Dataset: Full USPTO retrosynthesis dataset with 1.9M reactions from patents (1976-2016). Task: Predict the reactants needed to synthesize the given product. (1) The reactants are: [OH:1]/[N:2]=[C:3](\[NH2:17])/[CH2:4][CH2:5][CH2:6][C:7]1[CH:16]=[CH:15][C:14]2[CH2:13][CH2:12][CH2:11][NH:10][C:9]=2[N:8]=1.[C:18]1([CH:24]2[CH2:30][CH2:29][C:28](=O)[O:27][C:25]2=[O:26])[CH:23]=[CH:22][CH:21]=[CH:20][CH:19]=1. Given the product [C:18]1([CH:24]([CH2:30][CH2:29][C:28]2[O:1][N:2]=[C:3]([CH2:4][CH2:5][CH2:6][C:7]3[CH:16]=[CH:15][C:14]4[CH2:13][CH2:12][CH2:11][NH:10][C:9]=4[N:8]=3)[N:17]=2)[C:25]([OH:27])=[O:26])[CH:23]=[CH:22][CH:21]=[CH:20][CH:19]=1, predict the reactants needed to synthesize it. (2) Given the product [C:45]([O:44][C:42](=[O:43])[CH:41]([NH:40][C:38](=[O:39])[CH2:37][CH2:36][CH2:35][CH2:34][CH2:33][CH2:32][CH2:31][S:30][CH2:23][CH2:22][CH2:21][CH2:20][CH2:19][C:18]([OH:25])=[O:17])[CH:49]([CH3:51])[CH3:50])([CH3:46])([CH3:48])[CH3:47], predict the reactants needed to synthesize it. The reactants are: ClC1C=CC=CC=1C([O:17][C:18](=[O:25])[CH2:19][CH2:20][CH2:21][CH2:22][CH2:23]Br)(C1C=CC=CC=1)C1C=CC=CC=1.[SH:30][CH2:31][CH2:32][CH2:33][CH2:34][CH2:35][CH2:36][CH2:37][C:38]([NH:40][CH:41]([CH:49]([CH3:51])[CH3:50])[C:42]([O:44][C:45]([CH3:48])([CH3:47])[CH3:46])=[O:43])=[O:39].CCN(C(C)C)C(C)C. (3) The reactants are: [CH3:1][C:2]1[CH:3]=[C:4]([C:8]2[N:9]=[C:10]3[CH:15]=[CH:14][CH:13]=[N:12][N:11]3[C:16]=2[C:17]2[CH:22]=[CH:21][N:20]=[C:19]([NH2:23])[CH:18]=2)[CH:5]=[CH:6][CH:7]=1.[F:24][C:25]1[CH:33]=[CH:32][C:28]([C:29](Cl)=[O:30])=[CH:27][CH:26]=1.C(N(CC)CC)C.C(=O)([O-])O.[Na+]. Given the product [F:24][C:25]1[CH:33]=[CH:32][C:28]([C:29]([NH:23][C:19]2[CH:18]=[C:17]([C:16]3[N:11]4[N:12]=[CH:13][CH:14]=[CH:15][C:10]4=[N:9][C:8]=3[C:4]3[CH:5]=[CH:6][CH:7]=[C:2]([CH3:1])[CH:3]=3)[CH:22]=[CH:21][N:20]=2)=[O:30])=[CH:27][CH:26]=1, predict the reactants needed to synthesize it. (4) Given the product [C:15]([O:14][C:12]([NH:1][CH2:2][C:3]1([C:6]([OH:8])=[O:7])[CH2:5][CH2:4]1)=[O:13])([CH3:18])([CH3:17])[CH3:16], predict the reactants needed to synthesize it. The reactants are: [NH2:1][CH2:2][C:3]1([C:6]([OH:8])=[O:7])[CH2:5][CH2:4]1.O.[OH-].[Na+].[C:12](O[C:12]([O:14][C:15]([CH3:18])([CH3:17])[CH3:16])=[O:13])([O:14][C:15]([CH3:18])([CH3:17])[CH3:16])=[O:13]. (5) Given the product [Cl:8][C:5]1[N:4]=[C:3]([NH2:9])[C:2]([O:10][CH2:11][CH3:12])=[N:7][CH:6]=1, predict the reactants needed to synthesize it. The reactants are: Br[C:2]1[C:3]([NH2:9])=[N:4][C:5]([Cl:8])=[CH:6][N:7]=1.[O-:10][CH2:11][CH3:12].[Na+]. (6) Given the product [Cl:1][C:2]1[CH:3]=[N:4][CH:5]=[C:6]([O:8][C:9]2[CH:14]=[CH:13][C:12]([NH:15][S:28]([C:22]3[CH:23]=[CH:24][C:25]([Cl:27])=[CH:26][C:21]=3[Cl:20])(=[O:30])=[O:29])=[CH:11][C:10]=2[C:16]([F:17])([F:19])[F:18])[CH:7]=1, predict the reactants needed to synthesize it. The reactants are: [Cl:1][C:2]1[CH:3]=[N:4][CH:5]=[C:6]([O:8][C:9]2[CH:14]=[CH:13][C:12]([NH2:15])=[CH:11][C:10]=2[C:16]([F:19])([F:18])[F:17])[CH:7]=1.[Cl:20][C:21]1[CH:26]=[C:25]([Cl:27])[CH:24]=[CH:23][C:22]=1[S:28](Cl)(=[O:30])=[O:29]. (7) Given the product [CH3:14][N:11]1[CH2:12][CH2:13][N:8]([C:5]2[N:4]=[C:3]([C:15]3[CH:20]=[CH:19][CH:18]=[CH:17][CH:16]=3)[C:2]([S:28][C:24]3[CH:23]=[C:22]([CH:27]=[CH:26][CH:25]=3)[NH2:21])=[CH:7][N:6]=2)[CH2:9][CH2:10]1, predict the reactants needed to synthesize it. The reactants are: I[C:2]1[C:3]([C:15]2[CH:20]=[CH:19][CH:18]=[CH:17][CH:16]=2)=[N:4][C:5]([N:8]2[CH2:13][CH2:12][N:11]([CH3:14])[CH2:10][CH2:9]2)=[N:6][CH:7]=1.[NH2:21][C:22]1[CH:23]=[C:24]([SH:28])[CH:25]=[CH:26][CH:27]=1.CC1C=CC2C=CC3C=CC(C)=NC=3C=2N=1.C(=O)([O-])[O-].[K+].[K+]. (8) Given the product [CH3:15][O:16][C:17]([C:11]1[S:10][CH:9]=[CH:8][C:7]=1[C:1]1[CH:2]=[CH:3][CH:4]=[CH:5][CH:6]=1)([O:18][CH3:19])[CH3:23], predict the reactants needed to synthesize it. The reactants are: [C:1]1([C:7]2[CH:8]=[C:9](C(=O)C)[S:10][CH:11]=2)[CH:6]=[CH:5][CH:4]=[CH:3][CH:2]=1.[CH3:15][O:16][CH:17](OC)[O:18][CH3:19].O.[C:23]1(C)C=CC(S(O)(=O)=O)=CC=1. (9) The reactants are: [Br:1][C:2]1[CH:10]=[C:9]([C:11]([O:13][CH3:14])=[O:12])[CH:8]=[C:7]2[C:3]=1[CH:4]=[N:5][NH:6]2.I[CH2:16][CH3:17]. Given the product [Br:1][C:2]1[CH:10]=[C:9]([C:11]([O:13][CH3:14])=[O:12])[CH:8]=[C:7]2[C:3]=1[CH:4]=[N:5][N:6]2[CH2:16][CH3:17], predict the reactants needed to synthesize it.